From a dataset of Catalyst prediction with 721,799 reactions and 888 catalyst types from USPTO. Predict which catalyst facilitates the given reaction. (1) Reactant: [Br:1][C:2]1[CH:3]=[N:4][C:5]([N:8]2[CH2:13][CH2:12][NH:11][CH2:10][CH2:9]2)=[N:6][CH:7]=1.C([O-])([O-])=O.[K+].[K+].Br[CH2:21][CH2:22][OH:23].O. Product: [Br:1][C:2]1[CH:3]=[N:4][C:5]([N:8]2[CH2:9][CH2:10][N:11]([CH2:21][CH2:22][OH:23])[CH2:12][CH2:13]2)=[N:6][CH:7]=1. The catalyst class is: 21. (2) Reactant: [ClH:1].CC([N:6]([CH:10]1[CH2:15][CH2:14][CH:13]([C:16]([NH2:18])=[O:17])[CH2:12][CH2:11]1)C(=O)[O-])(C)C. Product: [ClH:1].[NH2:6][CH:10]1[CH2:15][CH2:14][CH:13]([C:16]([NH2:18])=[O:17])[CH2:12][CH2:11]1. The catalyst class is: 12. (3) Reactant: [F:1][C:2]([F:10])([F:9])[CH:3]([OH:8])[C:4]([F:7])([F:6])[F:5].Cl[C:12](Cl)([O:14]C(=O)OC(Cl)(Cl)Cl)Cl.C(N(CC)C(C)C)(C)C.[Cl:32][C:33]1[CH:34]=[CH:35][C:36]([N:46]2[CH2:50][CH2:49][CH2:48][CH2:47]2)=[C:37]([CH2:39][N:40]2[CH2:45][CH2:44][NH:43][CH2:42][CH2:41]2)[CH:38]=1. Product: [Cl:32][C:33]1[CH:34]=[CH:35][C:36]([N:46]2[CH2:50][CH2:49][CH2:48][CH2:47]2)=[C:37]([CH2:39][N:40]2[CH2:41][CH2:42][N:43]([C:12]([O:8][CH:3]([C:4]([F:7])([F:6])[F:5])[C:2]([F:10])([F:9])[F:1])=[O:14])[CH2:44][CH2:45]2)[CH:38]=1. The catalyst class is: 229. (4) Reactant: C(=O)([O-])[O-].[K+].[K+].C([O:9][C:10]([C:12]1([C:23]#[N:24])[CH:14]([C:15]2[CH:20]=[CH:19][CH:18]=[CH:17][CH:16]=2)[C:13]1([CH3:22])[CH3:21])=[O:11])C. Product: [C:23]([C:12]1([C:10]([OH:11])=[O:9])[CH:14]([C:15]2[CH:16]=[CH:17][CH:18]=[CH:19][CH:20]=2)[C:13]1([CH3:22])[CH3:21])#[N:24]. The catalyst class is: 72. (5) Reactant: [F:1][C:2]1[CH:8]=[CH:7][C:5]([NH2:6])=[CH:4][CH:3]=1.[C:9]([N:11]=[C:12](OCC)[CH2:13][CH3:14])#[N:10]. Product: [C:9]([N:11]=[C:12]([NH:6][C:5]1[CH:7]=[CH:8][C:2]([F:1])=[CH:3][CH:4]=1)[CH2:13][CH3:14])#[N:10]. The catalyst class is: 8.